From a dataset of Peptide-MHC class I binding affinity with 185,985 pairs from IEDB/IMGT. Regression. Given a peptide amino acid sequence and an MHC pseudo amino acid sequence, predict their binding affinity value. This is MHC class I binding data. (1) The peptide sequence is EVATRFNTM. The MHC is HLA-B58:01 with pseudo-sequence HLA-B58:01. The binding affinity (normalized) is 0.0847. (2) The peptide sequence is KVSVGSYFC. The MHC is HLA-B39:01 with pseudo-sequence HLA-B39:01. The binding affinity (normalized) is 0.0847. (3) The peptide sequence is CLMMILPAAL. The MHC is HLA-A02:17 with pseudo-sequence HLA-A02:17. The binding affinity (normalized) is 0.525. (4) The peptide sequence is EHVQGDIDL. The MHC is HLA-A01:01 with pseudo-sequence HLA-A01:01. The binding affinity (normalized) is 0.0847. (5) The peptide sequence is DYDQRDYGF. The MHC is HLA-B07:02 with pseudo-sequence HLA-B07:02. The binding affinity (normalized) is 0.0847. (6) The peptide sequence is AQPLPQRQKK. The MHC is HLA-A03:01 with pseudo-sequence HLA-A03:01. The binding affinity (normalized) is 0.0373.